From a dataset of Reaction yield outcomes from USPTO patents with 853,638 reactions. Predict the reaction yield, written as a fraction of the theoretical maximum amount of product (1.0 means a 100% yield; for example, 0.34 means a 34% yield). (1) The reactants are F.F.F.C(N(CC)CC)C.C(N(CC)CC)C.[Si]([O:35][CH2:36][C@H:37]1[O:41][C@@H:40]([N:42]2[CH:49]=[C:48]([CH3:50])[C:46](=[O:47])[NH:45][C:43]2=[O:44])[C@H:39]([O:51][CH2:52][CH2:53][O:54][N:55]([CH3:57])[CH3:56])[C@@H:38]1[OH:58])(C(C)(C)C)(C1C=CC=CC=1)C1C=CC=CC=1.CO. The catalyst is C1COCC1.C(Cl)Cl. The product is [CH3:56][N:55]([CH3:57])[O:54][CH2:53][CH2:52][O:51][C@@H:39]1[C@H:38]([OH:58])[C@@H:37]([CH2:36][OH:35])[O:41][C@H:40]1[N:42]1[CH:49]=[C:48]([CH3:50])[C:46](=[O:47])[NH:45][C:43]1=[O:44]. The yield is 0.925. (2) The reactants are C1C(=O)N(Cl)C(=O)C1.[CH:9]1[C:26]2[C:27]3[C:32]4[C:11](=[CH:12][CH:13]=[C:14]5[C:31]=4[C:30]4[C:17](=[CH:18][CH:19]=[C:20]6[C:29]=4[C:28]=3[C:23](=[CH:24][CH:25]=2)[CH:22]=[CH:21]6)[CH:16]=[CH:15]5)[CH:10]=1.[Li]CCCC.[CH2:38]([O:40][SiH:41]([O:45][CH2:46][CH3:47])[O:42][CH2:43][CH3:44])[CH3:39]. The catalyst is CC(O)=O.C1COCC1.C(Cl)(Cl)Cl. The product is [CH2:38]([O:40][SiH:41]([O:45][CH2:46][CH3:47])[O:42][CH2:43][CH3:44])[CH3:39].[CH:10]1[C:11]2[C:32]3[C:27]4[C:26](=[CH:25][CH:24]=[C:23]5[C:28]=4[C:29]4[C:20](=[CH:19][CH:18]=[C:17]6[C:30]=4[C:31]=3[C:14](=[CH:13][CH:12]=2)[CH:15]=[CH:16]6)[CH:21]=[CH:22]5)[CH:9]=1. The yield is 0.460. (3) The yield is 0.520. The product is [CH3:37][O:38][CH2:39][CH2:40][NH:41][CH2:2][CH2:3][N:4]([C:9]1[CH:10]=[C:11]2[C:15](=[CH:16][CH:17]=1)[C:14](=[O:18])[N:13]([CH2:19][C:20]([O:22][CH2:23][C:24]1[CH:29]=[CH:28][CH:27]=[CH:26][CH:25]=1)=[O:21])[C:12]2=[O:30])[S:5]([CH3:8])(=[O:7])=[O:6]. The reactants are Br[CH2:2][CH2:3][N:4]([C:9]1[CH:10]=[C:11]2[C:15](=[CH:16][CH:17]=1)[C:14](=[O:18])[N:13]([CH2:19][C:20]([O:22][CH2:23][C:24]1[CH:29]=[CH:28][CH:27]=[CH:26][CH:25]=1)=[O:21])[C:12]2=[O:30])[S:5]([CH3:8])(=[O:7])=[O:6].C([O-])([O-])=O.[K+].[K+].[CH3:37][O:38][CH2:39][CH2:40][NH2:41]. The catalyst is C(#N)C. (4) The reactants are [CH3:1][O:2][C:3](=[O:6])[CH2:4][NH2:5].[OH:7][C:8]1[CH:9]=[C:10]([CH:13]=[CH:14][CH:15]=1)[CH:11]=O.C(O)(=O)C.C([BH3-])#N.[Na+].C1COCC1. The catalyst is C1COCC1.CO. The product is [OH:7][C:8]1[CH:9]=[C:10]([CH:13]=[CH:14][CH:15]=1)[CH2:11][NH:5][CH2:4][C:3]([O:2][CH3:1])=[O:6]. The yield is 0.450. (5) The reactants are Br[C:2]1[N:7]=[C:6]([NH:8][C:9]([C:11]2([C:14]3[CH:24]=[CH:23][C:17]4[O:18][C:19]([F:22])([F:21])[O:20][C:16]=4[CH:15]=3)[CH2:13][CH2:12]2)=[O:10])[CH:5]=[CH:4][C:3]=1[Cl:25].[CH3:26][O:27][C:28]1[N:33]=[CH:32][C:31](B(O)O)=[CH:30][CH:29]=1.C(=O)([O-])[O-].[K+].[K+]. The catalyst is COCCOC. The product is [Cl:25][C:3]1[C:2]([C:31]2[CH:32]=[N:33][C:28]([O:27][CH3:26])=[CH:29][CH:30]=2)=[N:7][C:6]([NH:8][C:9]([C:11]2([C:14]3[CH:24]=[CH:23][C:17]4[O:18][C:19]([F:22])([F:21])[O:20][C:16]=4[CH:15]=3)[CH2:13][CH2:12]2)=[O:10])=[CH:5][CH:4]=1. The yield is 0.510. (6) The reactants are [Cl:1][C:2]1[C:3]([F:19])=[CH:4][CH:5]=[C:6]2[C:10]=1[NH:9][CH:8]=[C:7]2[CH2:11][C@H:12]1[NH:16][C:15](=[O:17])[NH:14][C:13]1=[O:18].CI.[CH2:22](Cl)Cl.CO. The catalyst is CS(C)=O. The product is [Cl:1][C:2]1[C:3]([F:19])=[CH:4][CH:5]=[C:6]2[C:10]=1[NH:9][CH:8]=[C:7]2[CH2:11][C@H:12]1[NH:16][C:15](=[O:17])[N:14]([CH3:22])[C:13]1=[O:18]. The yield is 0.750.